From a dataset of Forward reaction prediction with 1.9M reactions from USPTO patents (1976-2016). Predict the product of the given reaction. Given the reactants [Cl:1][C:2]1[CH:7]=[CH:6][C:5]([NH:8][C:9]2[N:17]=[C:16]([N:18]3[C:22]([CH2:23][O:24]C4CCCCO4)=[CH:21][C:20]([CH3:31])=[N:19]3)[N:15]=[C:14]3[C:10]=2[N:11]=[CH:12][N:13]3[CH3:32])=[CH:4][CH:3]=1.O.C1(C)C=CC(S(O)(=O)=O)=CC=1.C(=O)([O-])[O-].[K+].[K+], predict the reaction product. The product is: [Cl:1][C:2]1[CH:7]=[CH:6][C:5]([NH:8][C:9]2[N:17]=[C:16]([N:18]3[C:22]([CH2:23][OH:24])=[CH:21][C:20]([CH3:31])=[N:19]3)[N:15]=[C:14]3[C:10]=2[N:11]=[CH:12][N:13]3[CH3:32])=[CH:4][CH:3]=1.